From a dataset of Forward reaction prediction with 1.9M reactions from USPTO patents (1976-2016). Predict the product of the given reaction. (1) The product is: [CH3:1][O:2][CH2:3][CH2:4][N:5]1[C:9]([CH3:10])=[C:8]([CH3:11])[S:7]/[C:6]/1=[N:12]\[C:30]([C:29]1[C:23]2[O:22][C:21]([CH3:33])([CH3:20])[CH2:25][C:24]=2[CH:26]=[CH:27][CH:28]=1)=[O:31]. Given the reactants [CH3:1][O:2][CH2:3][CH2:4][N:5]1[C:9]([CH3:10])=[C:8]([CH3:11])[S:7][C:6]1=[NH:12].CCN(CC)CC.[CH3:20][C:21]1([CH3:33])[CH2:25][C:24]2[CH:26]=[CH:27][CH:28]=[C:29]([C:30](Cl)=[O:31])[C:23]=2[O:22]1, predict the reaction product. (2) Given the reactants Br[C:2]1[CH:3]=[CH:4][C:5]([Cl:20])=[C:6]([N:8]2[CH2:18][C@@H:17]([CH3:19])[CH2:16][C@H:9]2[C:10]([NH:12][CH2:13][C:14]#[N:15])=[O:11])[CH:7]=1.[C:21]([O:25][C:26]([N:28]1[CH2:33][CH2:32][N:31]([C:34]2[CH:39]=[CH:38][C:37](B(O)O)=[CH:36][CH:35]=2)[CH2:30][CH2:29]1)=[O:27])([CH3:24])([CH3:23])[CH3:22].C(=O)([O-])[O-].[Na+].[Na+].O, predict the reaction product. The product is: [C:21]([O:25][C:26]([N:28]1[CH2:33][CH2:32][N:31]([C:34]2[CH:39]=[CH:38][C:37]([C:2]3[CH:3]=[CH:4][C:5]([Cl:20])=[C:6]([N:8]4[CH2:18][C@@H:17]([CH3:19])[CH2:16][C@H:9]4[C:10]([NH:12][CH2:13][C:14]#[N:15])=[O:11])[CH:7]=3)=[CH:36][CH:35]=2)[CH2:30][CH2:29]1)=[O:27])([CH3:24])([CH3:22])[CH3:23]. (3) Given the reactants C([O:3][C:4]([C:6]1[NH:7][C:8]2[C:13]([C:14]=1[Cl:15])=[CH:12][C:11]([C:16]1[CH:21]=[CH:20][C:19]([C:22]([F:25])([F:24])[F:23])=[CH:18][N:17]=1)=[CH:10][CH:9]=2)=[O:5])C.[CH:26]1([O:29][C:30]2[CH:35]=[CH:34][C:33](B(O)O)=[CH:32][CH:31]=2)[CH2:28][CH2:27]1, predict the reaction product. The product is: [Cl:15][C:14]1[C:13]2[C:8](=[CH:9][CH:10]=[C:11]([C:16]3[CH:21]=[CH:20][C:19]([C:22]([F:25])([F:23])[F:24])=[CH:18][N:17]=3)[CH:12]=2)[N:7]([C:33]2[CH:34]=[CH:35][C:30]([O:29][CH:26]3[CH2:28][CH2:27]3)=[CH:31][CH:32]=2)[C:6]=1[C:4]([OH:3])=[O:5]. (4) Given the reactants [C:1]([O:5][C:6](=[O:23])[NH:7][CH:8]1[CH2:13][CH2:12][C:11]([C:14]2[CH:15]=[C:16]3[CH:22]=[CH:21][NH:20][C:17]3=[N:18][CH:19]=2)=[CH:10][CH2:9]1)([CH3:4])([CH3:3])[CH3:2].CCOC(C)=O, predict the reaction product. The product is: [C:1]([O:5][C:6](=[O:23])[NH:7][CH:8]1[CH2:9][CH2:10][CH:11]([C:14]2[CH:15]=[C:16]3[CH:22]=[CH:21][NH:20][C:17]3=[N:18][CH:19]=2)[CH2:12][CH2:13]1)([CH3:4])([CH3:2])[CH3:3]. (5) Given the reactants [C:1]([CH:5]([CH:9]1[C:15]2[CH:16]=[CH:17][CH:18]=[CH:19][C:14]=2[NH:13][C:12](=[O:20])[CH2:11][CH2:10]1)[C:6]([OH:8])=[O:7])([CH3:4])([CH3:3])[CH3:2].C(NC(C)C)(C)C.C([Li])CCC.[CH2:33]1[O:35][CH2:34]1.[NH4+].[Cl-], predict the reaction product. The product is: [C:1]([CH:5]([C:9]1[CH2:10][CH2:11][C:12](=[O:20])[N:13]([CH2:33][CH2:34][OH:35])[C:14]2[C:15]=1[CH2:16][CH:17]=[CH:18][CH:19]=2)[C:6]([OH:8])=[O:7])([CH3:4])([CH3:2])[CH3:3].